The task is: Regression. Given two drug SMILES strings and cell line genomic features, predict the synergy score measuring deviation from expected non-interaction effect.. This data is from NCI-60 drug combinations with 297,098 pairs across 59 cell lines. Drug 1: C(=O)(N)NO. Drug 2: CC12CCC3C(C1CCC2O)C(CC4=C3C=CC(=C4)O)CCCCCCCCCS(=O)CCCC(C(F)(F)F)(F)F. Cell line: NCI-H226. Synergy scores: CSS=0.534, Synergy_ZIP=-0.888, Synergy_Bliss=-1.33, Synergy_Loewe=0.0735, Synergy_HSA=-1.00.